From a dataset of Full USPTO retrosynthesis dataset with 1.9M reactions from patents (1976-2016). Predict the reactants needed to synthesize the given product. (1) The reactants are: [CH3:1][C:2]1[CH:10]=[CH:9][CH:8]=[CH:7][C:3]=1[C:4]([OH:6])=O.[N:11]1[CH:16]=[CH:15][CH:14]=[C:13]([C:17]2([CH2:22][NH2:23])[CH2:21][CH2:20][CH2:19][CH2:18]2)[CH:12]=1. Given the product [CH3:1][C:2]1[CH:10]=[CH:9][CH:8]=[CH:7][C:3]=1[C:4]([NH:23][CH2:22][C:17]1([C:13]2[CH:12]=[N:11][CH:16]=[CH:15][CH:14]=2)[CH2:21][CH2:20][CH2:19][CH2:18]1)=[O:6], predict the reactants needed to synthesize it. (2) Given the product [Cl:8][C:9]1[CH:10]=[CH:11][C:12]([C:15]2[N:19]([C:20]3[CH:21]=[N:22][CH:23]=[CH:24][CH:25]=3)[N:18]=[C:17]([C:26]([N:28]3[CH2:33][CH2:32][CH2:31][CH2:30][N:29]3[C:6](=[O:7])[NH2:5])=[O:27])[CH:16]=2)=[N:13][CH:14]=1, predict the reactants needed to synthesize it. The reactants are: C[Si]([N:5]=[C:6]=[O:7])(C)C.[Cl:8][C:9]1[CH:10]=[CH:11][C:12]([C:15]2[N:19]([C:20]3[CH:21]=[N:22][CH:23]=[CH:24][CH:25]=3)[N:18]=[C:17]([C:26]([N:28]3[CH2:33][CH2:32][CH2:31][CH2:30][NH:29]3)=[O:27])[CH:16]=2)=[N:13][CH:14]=1.CO.